This data is from Full USPTO retrosynthesis dataset with 1.9M reactions from patents (1976-2016). The task is: Predict the reactants needed to synthesize the given product. (1) The reactants are: [CH3:1][C:2]1[CH:7]=[CH:6][C:5]([CH3:8])=[CH:4][C:3]=1[N:9]1[CH2:14][CH2:13][N:12]([C:15]([CH:17]2[CH2:21][N:20](S(C3C=CC(C)=CC=3)(=O)=O)[C:19](=[O:32])[N:18]2[C:33]2[CH:38]=[CH:37][CH:36]=[CH:35][CH:34]=2)=[O:16])[CH2:11][CH2:10]1.[Mg]. Given the product [CH3:1][C:2]1[CH:7]=[CH:6][C:5]([CH3:8])=[CH:4][C:3]=1[N:9]1[CH2:14][CH2:13][N:12]([C:15]([CH:17]2[N:18]([C:33]3[CH:34]=[CH:35][CH:36]=[CH:37][CH:38]=3)[C:19](=[O:32])[NH:20][CH2:21]2)=[O:16])[CH2:11][CH2:10]1, predict the reactants needed to synthesize it. (2) The reactants are: C(OC(=O)[NH:7][C@H:8]1[CH2:13][C@@H:12]([C:14]2[CH:19]=[CH:18][CH:17]=[CH:16][CH:15]=2)[C@@H:11]([CH3:20])[N:10]([CH2:21][CH:22]([CH3:24])[CH3:23])[C:9]1=[O:25])(C)(C)C. Given the product [NH2:7][C@H:8]1[CH2:13][C@@H:12]([C:14]2[CH:15]=[CH:16][CH:17]=[CH:18][CH:19]=2)[C@@H:11]([CH3:20])[N:10]([CH2:21][CH:22]([CH3:24])[CH3:23])[C:9]1=[O:25], predict the reactants needed to synthesize it. (3) Given the product [C:3]([O:6][C:7]1[CH:23]=[CH:22][CH:21]=[CH:20][C:8]=1[C:9]([O:11][C:12]1[CH:17]=[CH:16][CH:15]=[C:14]([CH2:18][OH:19])[CH:13]=1)=[O:10])(=[O:5])[CH3:4], predict the reactants needed to synthesize it. The reactants are: [BH4-].[Na+].[C:3]([O:6][C:7]1[CH:23]=[CH:22][CH:21]=[CH:20][C:8]=1[C:9]([O:11][C:12]1[CH:17]=[CH:16][CH:15]=[C:14]([CH:18]=[O:19])[CH:13]=1)=[O:10])(=[O:5])[CH3:4]. (4) The reactants are: [CH2:1]([O:8][CH2:9][CH2:10][N:11]1[C:17](=[O:18])[C@@H:16]([NH:19][C:20](=[O:25])[CH2:21][C:22](O)=[O:23])[C:15]2[CH:26]=[CH:27][CH:28]=[CH:29][C:14]=2[C:13]2[CH:30]=[CH:31][CH:32]=[CH:33][C:12]1=2)[C:2]1[CH:7]=[CH:6][CH:5]=[CH:4][CH:3]=1.[F:34][C:35]([F:42])([C:38]([F:41])([F:40])[F:39])[CH2:36][NH2:37]. Given the product [CH2:1]([O:8][CH2:9][CH2:10][N:11]1[C:17](=[O:18])[C@@H:16]([NH:19][C:20](=[O:25])[CH2:21][C:22]([NH:37][CH2:36][C:35]([F:42])([F:34])[C:38]([F:41])([F:40])[F:39])=[O:23])[C:15]2[CH:26]=[CH:27][CH:28]=[CH:29][C:14]=2[C:13]2[CH:30]=[CH:31][CH:32]=[CH:33][C:12]1=2)[C:2]1[CH:3]=[CH:4][CH:5]=[CH:6][CH:7]=1, predict the reactants needed to synthesize it. (5) The reactants are: O1CCCC1.[C:6]1([CH3:22])[CH:11]=[CH:10][C:9]([NH:12][C:13](=[S:21])[CH2:14][CH2:15][C:16]([CH3:20])([CH3:19])[CH:17]=[CH2:18])=[CH:8][CH:7]=1.II.C1CCN2C(=NCCC2)CC1. Given the product [CH3:20][C:16]1([CH3:19])[C:17](=[CH2:18])[S:21][C:13](=[N:12][C:9]2[CH:8]=[CH:7][C:6]([CH3:22])=[CH:11][CH:10]=2)[CH2:14][CH2:15]1, predict the reactants needed to synthesize it. (6) Given the product [N:28]1([C:34]([O:15][CH2:14][C:11]2[CH:12]=[CH:13][C:8]([C:7]3[CH:6]=[CH:5][C:4]([N:16]4[CH2:20][C@H:19]([CH2:21][N:22]5[CH:26]=[CH:25][N:24]=[N:23]5)[O:18][C:17]4=[O:27])=[CH:3][C:2]=3[F:1])=[CH:9][N:10]=2)=[O:35])[CH2:33][CH2:32][O:31][CH2:30][CH2:29]1, predict the reactants needed to synthesize it. The reactants are: [F:1][C:2]1[CH:3]=[C:4]([N:16]2[CH2:20][C@H:19]([CH2:21][N:22]3[CH:26]=[CH:25][N:24]=[N:23]3)[O:18][C:17]2=[O:27])[CH:5]=[CH:6][C:7]=1[C:8]1[CH:9]=[N:10][C:11]([CH2:14][OH:15])=[CH:12][CH:13]=1.[N:28]1([C:34](Cl)=[O:35])[CH2:33][CH2:32][O:31][CH2:30][CH2:29]1. (7) Given the product [F:53][C:52]([F:55])([F:54])[S:49]([N:2]1[CH2:7][CH2:6][CH:5]([CH2:8][CH2:9][CH2:10][N:11]2[CH2:21][C:20]3[N:22]4[C:13](=[CH:14][N:15]=[C:16]4[CH:17]=[CH:18][CH:19]=3)[C:12]2=[O:23])[CH2:4][CH2:3]1)(=[O:51])=[O:50], predict the reactants needed to synthesize it. The reactants are: Cl.[NH:2]1[CH2:7][CH2:6][CH:5]([CH2:8][CH2:9][CH2:10][N:11]2[CH2:21][C:20]3[N:22]4[C:13](=[CH:14][N:15]=[C:16]4[CH:17]=[CH:18][CH:19]=3)[C:12]2=[O:23])[CH2:4][CH2:3]1.C1CCN2C(=NCCC2)CC1.C(N(CC)CC)C.C1C=CC(N([S:49]([C:52]([F:55])([F:54])[F:53])(=[O:51])=[O:50])[S:49]([C:52]([F:55])([F:54])[F:53])(=[O:51])=[O:50])=CC=1.